Predict the product of the given reaction. From a dataset of Forward reaction prediction with 1.9M reactions from USPTO patents (1976-2016). (1) Given the reactants [Cl:1][C:2]1[N:7]=[CH:6][C:5]([OH:8])=[CH:4][N:3]=1.Cl[CH:10]1[CH2:14][CH2:13][CH2:12][CH2:11]1.C(=O)([O-])[O-].[K+].[K+].O, predict the reaction product. The product is: [Cl:1][C:2]1[N:7]=[CH:6][C:5]([O:8][CH:10]2[CH2:14][CH2:13][CH2:12][CH2:11]2)=[CH:4][N:3]=1. (2) Given the reactants [N:1]([C@H:4]1[C@@H:17]([O:18]C(=O)C(C)(C)C)[C@H:16]([F:25])[C@@H:15]([CH2:26][O:27]C(=O)C(C)(C)C)[O:14][C@H:5]1[O:6][CH2:7][C:8]1[CH:13]=[CH:12][CH:11]=[CH:10][CH:9]=1)=[N+:2]=[N-:3].C[O-].[Na+], predict the reaction product. The product is: [N:1]([C@H:4]1[C@@H:17]([OH:18])[C@H:16]([F:25])[C@@H:15]([CH2:26][OH:27])[O:14][C@H:5]1[O:6][CH2:7][C:8]1[CH:9]=[CH:10][CH:11]=[CH:12][CH:13]=1)=[N+:2]=[N-:3]. (3) Given the reactants OC(C)(C)C[O:4][C@H:5]1[CH2:10][CH2:9][C@H:8]([N:11]2[C:16](=[O:17])[C:15]([CH2:18][C:19]3[CH:24]=[CH:23][C:22]([C:25]4[C:26]([C:31]#[N:32])=[CH:27][CH:28]=[CH:29][CH:30]=4)=[CH:21][CH:20]=3)=[C:14]([CH2:33][CH2:34][CH3:35])[N:13]3[N:36]=[C:37]([CH3:39])[N:38]=[C:12]23)[CH2:7][CH2:6]1.[CH2:47]([Sn](=O)[CH2:47][CH2:48][CH2:49][CH3:50])[CH2:48][CH2:49][CH3:50].[N:52]([Si](C)(C)C)=[N+:53]=[N-:54].[F-].C([N+](CC[CH2:75][CH3:76])(CCCC)CCCC)CCC.Cl.C(OCC)(=[O:80])C, predict the reaction product. The product is: [CH2:75]([C:48]([OH:80])([CH2:49][CH3:50])[CH2:47][O:4][C@H:5]1[CH2:6][CH2:7][C@H:8]([N:11]2[C:16](=[O:17])[C:15]([CH2:18][C:19]3[CH:24]=[CH:23][C:22]([C:25]4[CH:30]=[CH:29][CH:28]=[CH:27][C:26]=4[C:31]4[NH:32][N:54]=[N:53][N:52]=4)=[CH:21][CH:20]=3)=[C:14]([CH2:33][CH2:34][CH3:35])[N:13]3[N:36]=[C:37]([CH3:39])[N:38]=[C:12]23)[CH2:9][CH2:10]1)[CH3:76]. (4) The product is: [F:29][C:26]1[CH:27]=[CH:28][C:23]([CH2:22][NH:21][C:19](=[O:20])[C:10]2[CH:11]=[CH:12][CH:13]=[C:18]([OH:33])[C:9]=2[OH:8])=[CH:24][CH:25]=1. Given the reactants C([O:8][C:9]1[C:10]([C:19]([NH:21][CH2:22][C:23]2[CH:28]=[CH:27][C:26]([F:29])=[CH:25][CH:24]=2)=[O:20])=[CH:11][CH:12]=[C:13]2[C:18]=1N=CC=C2)C1C=CC=CC=1.Cl.CC(O)=[O:33], predict the reaction product. (5) Given the reactants [N+:1]1([O-:7])[CH:6]=[CH:5][CH:4]=[CH:3][CH:2]=1.[C:8](=O)([O-])[O-].[K+].[K+].BrC[C:16]([O:18][CH3:19])=[O:17].CN([CH:23]=[O:24])C, predict the reaction product. The product is: [CH3:19][O:18][C:16]([CH2:23][O:24][C:5]1[CH:4]=[CH:3][C:2]([CH3:8])=[N+:1]([O-:7])[CH:6]=1)=[O:17]. (6) The product is: [CH:27]1[C:28]2[C:33](=[CH:32][CH:31]=[CH:30][CH:29]=2)[CH:34]=[CH:35][C:26]=1[CH2:25][O:24][CH:12]1[CH:11]([C:8]2[CH:9]=[CH:10][C:5]([O:4][CH2:3][CH2:2][O:1][CH2:37][C:38]3[CH:43]=[CH:42][N:41]=[CH:40][CH:39]=3)=[CH:6][CH:7]=2)[CH2:16][CH2:15][N:14]([C:17]([O:19][C:20]([CH3:23])([CH3:21])[CH3:22])=[O:18])[CH2:13]1. Given the reactants [OH:1][CH2:2][CH2:3][O:4][C:5]1[CH:10]=[CH:9][C:8]([CH:11]2[CH2:16][CH2:15][N:14]([C:17]([O:19][C:20]([CH3:23])([CH3:22])[CH3:21])=[O:18])[CH2:13][CH:12]2[O:24][CH2:25][C:26]2[CH:35]=[CH:34][C:33]3[C:28](=[CH:29][CH:30]=[CH:31][CH:32]=3)[CH:27]=2)=[CH:7][CH:6]=1.Cl[CH2:37][C:38]1[CH:43]=[CH:42][N:41]=[CH:40][CH:39]=1, predict the reaction product. (7) The product is: [C:1]1([S:7]([C:10]2[CH:15]=[CH:14][CH:13]=[CH:12][C:11]=2[NH:16][C:39](=[O:40])[C:38]([C:30]2[CH:29]=[C:28]([C:27]([F:26])([F:44])[F:45])[CH:33]=[C:32]([C:34]([F:35])([F:36])[F:37])[CH:31]=2)([CH3:43])[CH3:42])(=[O:9])=[O:8])[CH:2]=[CH:3][CH:4]=[CH:5][CH:6]=1. Given the reactants [C:1]1([S:7]([C:10]2[CH:15]=[CH:14][CH:13]=[CH:12][C:11]=2[NH2:16])(=[O:9])=[O:8])[CH:6]=[CH:5][CH:4]=[CH:3][CH:2]=1.C(N(C(C)C)C(C)C)C.[F:26][C:27]([F:45])([F:44])[C:28]1[CH:29]=[C:30]([C:38]([CH3:43])([CH3:42])[C:39](Cl)=[O:40])[CH:31]=[C:32]([C:34]([F:37])([F:36])[F:35])[CH:33]=1, predict the reaction product. (8) Given the reactants O[CH2:2][C:3]1[S:7][C:6]([C:8]([O:10][CH2:11][CH3:12])=[O:9])=[CH:5][CH:4]=1.S(Cl)([Cl:15])=O, predict the reaction product. The product is: [Cl:15][CH2:2][C:3]1[S:7][C:6]([C:8]([O:10][CH2:11][CH3:12])=[O:9])=[CH:5][CH:4]=1. (9) Given the reactants [CH3:1][O:2][CH2:3][C@@H:4]1[CH2:8][CH2:7][CH2:6][NH:5]1.[CH2:9]([O:16][C:17]([N:19]1[CH2:24][CH2:23][CH:22]([CH2:25][CH2:26]Br)[CH2:21][CH2:20]1)=[O:18])[C:10]1[CH:15]=[CH:14][CH:13]=[CH:12][CH:11]=1, predict the reaction product. The product is: [CH2:9]([O:16][C:17]([N:19]1[CH2:24][CH2:23][CH:22]([CH2:25][CH2:26][N:5]2[CH2:6][CH2:7][CH2:8][C@H:4]2[CH2:3][O:2][CH3:1])[CH2:21][CH2:20]1)=[O:18])[C:10]1[CH:11]=[CH:12][CH:13]=[CH:14][CH:15]=1. (10) Given the reactants Br[C:2]1[CH:3]=[C:4]2[C:9]([NH:10][C@@H:11]([C@H:14]([OH:16])[CH3:15])[CH2:12][OH:13])=[C:8]([C:17]([NH2:19])=[O:18])[CH:7]=[N:6][N:5]2[CH:20]=1.[CH3:21][N:22]1[C:30]2[C:25](=[CH:26][C:27](B(O)O)=[CH:28][CH:29]=2)[CH:24]=[CH:23]1.P([O-])([O-])([O-])=O.[K+].[K+].[K+], predict the reaction product. The product is: [OH:13][CH2:12][C@@H:11]([NH:10][C:9]1[C:4]2[N:5]([CH:20]=[C:2]([C:27]3[CH:26]=[C:25]4[C:30](=[CH:29][CH:28]=3)[N:22]([CH3:21])[CH:23]=[CH:24]4)[CH:3]=2)[N:6]=[CH:7][C:8]=1[C:17]([NH2:19])=[O:18])[C@H:14]([OH:16])[CH3:15].